From a dataset of Reaction yield outcomes from USPTO patents with 853,638 reactions. Predict the reaction yield, written as a fraction of the theoretical maximum amount of product (1.0 means a 100% yield; for example, 0.34 means a 34% yield). (1) The reactants are [CH2:1]=[C:2]1[CH2:5][CH:4]([C:6]([O:8][CH2:9][CH3:10])=[O:7])[CH2:3]1.B(O[O-])=[O:12].[Na+].O1CCOCC1. The catalyst is O1CCCC1.O. The product is [OH:12][CH2:1][CH:2]1[CH2:5][CH:4]([C:6]([O:8][CH2:9][CH3:10])=[O:7])[CH2:3]1. The yield is 0.990. (2) The yield is 0.660. No catalyst specified. The product is [NH2:28][C:31]1[CH:5]=[C:6]([C:8]2[C:20]3[C:19]([CH3:21])=[C:18]([CH3:22])[S:17][C:16]=3[C:15]([Br:23])=[C:14]3[C:9]=2[CH:10]=[CH:11][CH:12]=[CH:13]3)[CH:7]=[C:2]([Br:1])[C:30]=1[OH:32]. The reactants are [Br:1][C:2]1([N+]([O-])=O)[CH:7]=[C:6]([C:8]2[C:20]3[C:19]([CH3:21])=[C:18]([CH3:22])[S:17][C:16]=3[C:15]([Br:23])=[C:14]3[C:9]=2[CH:10]=[CH:11][CH:12]=[CH:13]3)[CH:5]=CC1O.[NH2:28]N.[CH2:30]([OH:32])[CH3:31]. (3) The reactants are [CH3:1][O:2][C:3](=[O:21])[C@H:4]([CH2:13][C:14]1[CH:19]=[CH:18][C:17]([NH2:20])=[CH:16][CH:15]=1)[NH:5][C:6]([O:8][C:9]([CH3:12])([CH3:11])[CH3:10])=[O:7].[Cl:22][C:23]1[CH:31]=[CH:30][C:29]([Br:32])=[CH:28][C:24]=1[C:25](O)=[O:26].CN(C(ON1N=NC2C=CC=CC1=2)=[N+](C)C)C.F[P-](F)(F)(F)(F)F.C(N(C(C)C)CC)(C)C. The product is [CH3:1][O:2][C:3](=[O:21])[C@H:4]([CH2:13][C:14]1[CH:19]=[CH:18][C:17]([NH:20][C:25]([C:24]2[CH:28]=[C:29]([Br:32])[CH:30]=[CH:31][C:23]=2[Cl:22])=[O:26])=[CH:16][CH:15]=1)[NH:5][C:6]([O:8][C:9]([CH3:12])([CH3:10])[CH3:11])=[O:7]. The catalyst is CN(C=O)C.O. The yield is 0.100.